This data is from Catalyst prediction with 721,799 reactions and 888 catalyst types from USPTO. The task is: Predict which catalyst facilitates the given reaction. (1) Product: [C:12]([CH2:14][C:15]1([N:26]2[CH2:27][CH2:28][CH:29]([NH:11][C@@H:9]3[CH2:10][C@H:8]3[C:2]3[CH:7]=[CH:6][CH:5]=[CH:4][CH:3]=3)[CH2:30][CH2:31]2)[CH2:16][N:17]([C:19]([O:21][C:22]([CH3:25])([CH3:24])[CH3:23])=[O:20])[CH2:18]1)#[N:13]. Reactant: Cl.[C:2]1([CH:8]2[CH2:10][CH:9]2[NH2:11])[CH:7]=[CH:6][CH:5]=[CH:4][CH:3]=1.[C:12]([CH2:14][C:15]1([N:26]2[CH2:31][CH2:30][C:29](=O)[CH2:28][CH2:27]2)[CH2:18][N:17]([C:19]([O:21][C:22]([CH3:25])([CH3:24])[CH3:23])=[O:20])[CH2:16]1)#[N:13].C(O)(=O)C.[BH-](OC(C)=O)(OC(C)=O)OC(C)=O.[Na+]. The catalyst class is: 2. (2) Reactant: [Br:1][C:2]1[CH:10]=[C:9]([F:11])[CH:8]=[C:7]2[C:3]=1[CH:4]=[CH:5][NH:6]2.[CH2:12]([O:19][C:20]1[CH:25]=[CH:24][C:23](B(O)O)=[CH:22][CH:21]=1)[C:13]1[CH:18]=[CH:17][CH:16]=[CH:15][CH:14]=1.C(N(CC)CC)C. Product: [Br:1][C:2]1[CH:10]=[C:9]([F:11])[CH:8]=[C:7]2[C:3]=1[CH:4]=[CH:5][N:6]2[C:23]1[CH:24]=[CH:25][C:20]([O:19][CH2:12][C:13]2[CH:18]=[CH:17][CH:16]=[CH:15][CH:14]=2)=[CH:21][CH:22]=1. The catalyst class is: 221. (3) The catalyst class is: 5. Product: [C:30]([C:27]1[CH:28]=[CH:29][C:24]([NH:23][C:22]([C:19]2[CH:20]=[CH:21][C:15]3[N:14]=[C:13]([C:9]4[C:8]([CH3:35])=[CH:7][C:6]([CH2:5][CH2:4][C:3]([OH:36])=[O:2])=[CH:11][C:10]=4[CH3:12])[NH:17][C:16]=3[CH:18]=2)=[O:34])=[CH:25][CH:26]=1)([CH3:33])([CH3:32])[CH3:31]. Reactant: C[O:2][C:3](=[O:36])[CH2:4][CH2:5][C:6]1[CH:11]=[C:10]([CH3:12])[C:9]([C:13]2[NH:17][C:16]3[CH:18]=[C:19]([C:22](=[O:34])[NH:23][C:24]4[CH:29]=[CH:28][C:27]([C:30]([CH3:33])([CH3:32])[CH3:31])=[CH:26][CH:25]=4)[CH:20]=[CH:21][C:15]=3[N:14]=2)=[C:8]([CH3:35])[CH:7]=1.[OH-].[Na+].Cl. (4) Product: [CH2:33]([O:32][C:30](=[O:31])[CH:29]=[CH:8][C:5]1[CH:4]=[CH:3][C:2]([Br:1])=[CH:7][N:6]=1)[CH3:34]. The catalyst class is: 3. Reactant: [Br:1][C:2]1[CH:3]=[CH:4][C:5]([CH:8]=O)=[N:6][CH:7]=1.C1(P(=[CH:29][C:30]([O:32][CH2:33][CH3:34])=[O:31])(C2C=CC=CC=2)C2C=CC=CC=2)C=CC=CC=1. (5) Reactant: [F:1][C:2]1[CH:7]=[CH:6][C:5]([OH:8])=[CH:4][C:3]=1[CH3:9].F[C:11]1[CH:16]=[CH:15][C:14]([C:17](=[O:19])[CH3:18])=[CH:13][CH:12]=1.C([O-])([O-])=O.[K+].[K+].O. Product: [F:1][C:2]1[CH:7]=[CH:6][C:5]([O:8][C:11]2[CH:16]=[CH:15][C:14]([C:17](=[O:19])[CH3:18])=[CH:13][CH:12]=2)=[CH:4][C:3]=1[CH3:9]. The catalyst class is: 44. (6) Reactant: [C:1]([O:5][C:6]([N:8]1[CH2:13][CH2:12][CH:11]([C:14]2[CH:18]=[CH:17][O:16][C:15]=2[C:19](OC)=[O:20])[CH2:10][CH2:9]1)=[O:7])([CH3:4])([CH3:3])[CH3:2].[H-].[H-].[H-].[H-].[Li+].[Al+3].O.[OH-].[Na+]. Product: [C:1]([O:5][C:6]([N:8]1[CH2:13][CH2:12][CH:11]([C:14]2[CH:18]=[CH:17][O:16][C:15]=2[CH2:19][OH:20])[CH2:10][CH2:9]1)=[O:7])([CH3:4])([CH3:2])[CH3:3]. The catalyst class is: 1. (7) Reactant: C(=O)([O-])[O-].[K+].[K+].[NH2:7][C:8]1[C:19]([O:20][C:21]2[CH:26]=[CH:25][CH:24]=[C:23]([OH:27])[CH:22]=2)=[CH:18][C:11]2[N:12]([CH3:17])[C:13](=[O:16])[N:14]([CH3:15])[C:10]=2[CH:9]=1.[Cl:28][C:29]1[CH:34]=[CH:33][C:32]([CH2:35]Cl)=[CH:31][N:30]=1. Product: [NH2:7][C:8]1[C:19]([O:20][C:21]2[CH:26]=[CH:25][CH:24]=[C:23]([O:27][CH2:35][C:32]3[CH:31]=[N:30][C:29]([Cl:28])=[CH:34][CH:33]=3)[CH:22]=2)=[CH:18][C:11]2[N:12]([CH3:17])[C:13](=[O:16])[N:14]([CH3:15])[C:10]=2[CH:9]=1. The catalyst class is: 3.